From a dataset of Forward reaction prediction with 1.9M reactions from USPTO patents (1976-2016). Predict the product of the given reaction. (1) Given the reactants [Cl-].O[NH3+:3].[C:4](=[O:7])([O-])[OH:5].[Na+].CS(C)=O.[CH2:13]([C:17]1[N:18]=[C:19]([CH3:49])[N:20]([C:39]2[CH:48]=[CH:47][C:46]3[C:41](=[CH:42][CH:43]=[CH:44][CH:45]=3)[CH:40]=2)[C:21](=[O:38])[C:22]=1[CH2:23][C:24]1[CH:29]=[CH:28][C:27]([C:30]2[C:31]([C:36]#[N:37])=[CH:32][CH:33]=[CH:34][CH:35]=2)=[CH:26][CH:25]=1)[CH2:14][CH2:15][CH3:16], predict the reaction product. The product is: [CH2:13]([C:17]1[N:18]=[C:19]([CH3:49])[N:20]([C:39]2[CH:48]=[CH:47][C:46]3[C:41](=[CH:42][CH:43]=[CH:44][CH:45]=3)[CH:40]=2)[C:21](=[O:38])[C:22]=1[CH2:23][C:24]1[CH:25]=[CH:26][C:27]([C:30]2[CH:35]=[CH:34][CH:33]=[CH:32][C:31]=2[C:36]2[NH:3][C:4](=[O:7])[O:5][N:37]=2)=[CH:28][CH:29]=1)[CH2:14][CH2:15][CH3:16]. (2) Given the reactants [Cl:1][C:2]1[CH:10]=[C:9]([C:11]([OH:13])=[O:12])[CH:8]=[C:7]([N+:14]([O-:16])=[O:15])[C:3]=1[C:4]([OH:6])=[O:5].S(=O)(=O)(O)O.[CH3:22]O, predict the reaction product. The product is: [CH3:22][O:12][C:11](=[O:13])[C:9]1[CH:8]=[C:7]([N+:14]([O-:16])=[O:15])[C:3]([C:4]([OH:6])=[O:5])=[C:2]([Cl:1])[CH:10]=1.